From a dataset of Reaction yield outcomes from USPTO patents with 853,638 reactions. Predict the reaction yield, written as a fraction of the theoretical maximum amount of product (1.0 means a 100% yield; for example, 0.34 means a 34% yield). (1) The reactants are [C@H:1]1([NH:10][C:11]2[C:12]3[CH:19]=[CH:18][N:17]([C@H:20]4[CH2:36][C@@H:23]5[O:24]C(C6C=CC(OC)=CC=6)[O:26][CH2:27][C@@H:22]5[CH2:21]4)[C:13]=3[N:14]=[CH:15][N:16]=2)[C:9]2[C:4](=[CH:5][CH:6]=[CH:7][CH:8]=2)[CH2:3][CH2:2]1.CC(O)=O.C1COCC1. The catalyst is O. The product is [C@H:1]1([NH:10][C:11]2[C:12]3[CH:19]=[CH:18][N:17]([C@H:20]4[CH2:36][C@H:23]([OH:24])[C@H:22]([CH2:27][OH:26])[CH2:21]4)[C:13]=3[N:14]=[CH:15][N:16]=2)[C:9]2[C:4](=[CH:5][CH:6]=[CH:7][CH:8]=2)[CH2:3][CH2:2]1. The yield is 0.520. (2) The yield is 0.500. The product is [CH:16]1([C:14]2[NH:13][N:12]=[C:11]([NH:10][C:8]3[C:7]([F:19])=[CH:6][C:3]([C:4]#[N:5])=[C:2]([NH:29][C@H:27]([C:24]4[CH:25]=[CH:26][C:21]([F:20])=[CH:22][CH:23]=4)[CH3:28])[N:9]=3)[CH:15]=2)[CH2:18][CH2:17]1. The reactants are Cl[C:2]1[N:9]=[C:8]([NH:10][C:11]2[CH:15]=[C:14]([CH:16]3[CH2:18][CH2:17]3)[NH:13][N:12]=2)[C:7]([F:19])=[CH:6][C:3]=1[C:4]#[N:5].[F:20][C:21]1[CH:26]=[CH:25][C:24]([C@@H:27]([NH2:29])[CH3:28])=[CH:23][CH:22]=1.CCN(C(C)C)C(C)C. The catalyst is CCCCO. (3) The yield is 0.830. The product is [C:12]1([S:18]([N:3]2[C:11]3[C:6](=[N:7][CH:8]=[CH:9][CH:10]=3)[CH:5]=[CH:4]2)(=[O:20])=[O:19])[CH:17]=[CH:16][CH:15]=[CH:14][CH:13]=1. The reactants are [H-].[Na+].[NH:3]1[C:11]2[C:6](=[N:7][CH:8]=[CH:9][CH:10]=2)[CH:5]=[CH:4]1.[C:12]1([S:18](Cl)(=[O:20])=[O:19])[CH:17]=[CH:16][CH:15]=[CH:14][CH:13]=1. The catalyst is CCCCCC.CS(C)=O. (4) The product is [C:22]1(/[CH:21]=[CH:20]/[C:9]2[N:8]=[C:7]([NH2:30])[C:12]([O:13][CH:14]3[CH2:19][CH2:18][CH2:17][CH2:16][O:15]3)=[CH:11][N:10]=2)[CH:27]=[CH:26][CH:25]=[CH:24][CH:23]=1. The yield is 0.630. The reactants are FC(F)(F)S(O[C:7]1[C:12]([O:13][CH:14]2[CH2:19][CH2:18][CH2:17][CH2:16][O:15]2)=[CH:11][N:10]=[C:9](/[CH:20]=[CH:21]/[C:22]2[CH:27]=[CH:26][CH:25]=[CH:24][CH:23]=2)[N:8]=1)(=O)=O.[NH3:30]. The catalyst is O1CCOCC1. (5) The reactants are [Cl:1][C:2]1[C:3]([F:28])=[C:4]([CH:8]2[C:12]([C:15]3[CH:20]=[CH:19][C:18]([Cl:21])=[CH:17][C:16]=3[F:22])([C:13]#[N:14])[CH:11]([CH2:23][C:24]([CH3:27])([CH3:26])[CH3:25])[CH2:10][NH:9]2)[CH:5]=[CH:6][CH:7]=1.[C:29](O)(=[O:39])[C:30]1[CH:38]=[CH:37][CH:36]=[C:32]([C:33]([OH:35])=[O:34])[CH:31]=1.CN(C(ON1N=NC2C=CC=NC1=2)=[N+](C)C)C.F[P-](F)(F)(F)(F)F.CCN(C(C)C)C(C)C. The catalyst is C(Cl)Cl. The product is [Cl:1][C:2]1[C:3]([F:28])=[C:4]([C@@H:8]2[C@:12]([C:15]3[CH:20]=[CH:19][C:18]([Cl:21])=[CH:17][C:16]=3[F:22])([C:13]#[N:14])[C@H:11]([CH2:23][C:24]([CH3:25])([CH3:27])[CH3:26])[CH2:10][N:9]2[C:29]([C:30]2[CH:31]=[C:32]([CH:36]=[CH:37][CH:38]=2)[C:33]([OH:35])=[O:34])=[O:39])[CH:5]=[CH:6][CH:7]=1. The yield is 0.342. (6) The reactants are [Br:1][C:2]1[CH:10]=[C:9]([OH:11])[CH:8]=[C:7]2[C:3]=1[CH2:4][NH:5][C:6]2=[O:12].C([O-])([O-])=O.[Cs+].[Cs+].Br[CH2:20][C:21]([O:23][C:24]([CH3:27])([CH3:26])[CH3:25])=[O:22]. The catalyst is CN(C=O)C.O. The product is [C:24]([O:23][C:21](=[O:22])[CH2:20][O:11][C:9]1[CH:8]=[C:7]2[C:3](=[C:2]([Br:1])[CH:10]=1)[CH2:4][NH:5][C:6]2=[O:12])([CH3:27])([CH3:26])[CH3:25]. The yield is 0.450. (7) The reactants are [Br:1][C:2]1[C:10]([F:11])=[CH:9][C:8]([C:12]#[N:13])=[C:7]2[C:3]=1[C:4]([CH3:15])=[C:5]([CH3:14])[NH:6]2.C[Si]([N-][Si](C)(C)C)(C)C.[Li+].Cl[CH2:27][O:28][CH2:29][CH2:30][Si:31]([CH3:34])([CH3:33])[CH3:32]. The catalyst is C1COCC1.CCOC(C)=O. The product is [Br:1][C:2]1[C:10]([F:11])=[CH:9][C:8]([C:12]#[N:13])=[C:7]2[C:3]=1[C:4]([CH3:15])=[C:5]([CH3:14])[N:6]2[CH2:27][O:28][CH2:29][CH2:30][Si:31]([CH3:34])([CH3:33])[CH3:32]. The yield is 0.820. (8) The reactants are CC([Si](C)(C)[O:6][CH2:7][C@@H:8]1[CH2:17][N:16]2[C@H:11]([CH2:12][O:13][CH2:14][CH2:15]2)[CH2:10][N:9]1[CH2:18][C:19]1[CH:24]=[CH:23][CH:22]=[CH:21][CH:20]=1)(C)C.Cl. The catalyst is CO. The product is [C:19]1([CH2:18][N:9]2[C@H:8]([CH2:7][OH:6])[CH2:17][N:16]3[C@H:11]([CH2:12][O:13][CH2:14][CH2:15]3)[CH2:10]2)[CH:20]=[CH:21][CH:22]=[CH:23][CH:24]=1. The yield is 0.780. (9) The reactants are [H-].[Na+].[Cl:3][C:4]1[C:12]2[NH:11][C:10]3[CH2:13][CH2:14][N:15]([C:18]([O:20][C:21]([CH3:24])([CH3:23])[CH3:22])=[O:19])[CH2:16][CH2:17][C:9]=3[C:8]=2[CH:7]=[CH:6][C:5]=1[Cl:25].Br[CH2:27][C:28]([O:30][CH2:31][CH3:32])=[O:29]. The catalyst is CN(C=O)C. The product is [Cl:3][C:4]1[C:12]2[N:11]([CH2:27][C:28]([O:30][CH2:31][CH3:32])=[O:29])[C:10]3[CH2:13][CH2:14][N:15]([C:18]([O:20][C:21]([CH3:22])([CH3:24])[CH3:23])=[O:19])[CH2:16][CH2:17][C:9]=3[C:8]=2[CH:7]=[CH:6][C:5]=1[Cl:25]. The yield is 0.810. (10) The reactants are [CH3:1][O:2][C:3](=[O:30])[CH:4]([NH:8][C:9](=[O:29])[CH:10]([NH:19][C:20](OC1C=CC=CC=1)=[O:21])[CH2:11][CH2:12][C:13]1[CH:18]=[CH:17][CH:16]=[CH:15][CH:14]=1)[CH:5]([CH3:7])[CH3:6].CCN(C(C)C)C(C)C. The catalyst is CN(C=O)C. The product is [CH3:1][O:2][C:3](=[O:30])[CH:4]([N:8]1[C:9](=[O:29])[CH:10]([CH2:11][CH2:12][C:13]2[CH:18]=[CH:17][CH:16]=[CH:15][CH:14]=2)[NH:19][C:20]1=[O:21])[CH:5]([CH3:7])[CH3:6]. The yield is 0.770.